From a dataset of Forward reaction prediction with 1.9M reactions from USPTO patents (1976-2016). Predict the product of the given reaction. (1) Given the reactants C([C:3]1[CH:8]=[CH:7][C:6]([NH:9][CH2:10][C:11]2[CH:16]=[CH:15][CH:14]=[C:13]([S:17]([CH3:25])(=[N:19][C:20]([O:22][CH2:23][CH3:24])=[O:21])=[O:18])[CH:12]=2)=[CH:5][C:4]=1[N:26]=[CH:27][N:28](C)[CH3:29])#N.[NH2:31][C:32]1[CH:33]=[N:34][CH:35]=[CH:36][CH:37]=1.ClCCl.CO, predict the reaction product. The product is: [CH2:23]([O:22][C:20]([N:19]=[S:17]([CH3:25])([C:13]1[CH:14]=[CH:15][CH:16]=[C:11]([CH2:10][NH:9][C:6]2[CH:5]=[C:4]3[C:3]([C:29]([NH:31][C:32]4[CH:33]=[N:34][CH:35]=[CH:36][CH:37]=4)=[N:28][CH:27]=[N:26]3)=[CH:8][CH:7]=2)[CH:12]=1)=[O:18])=[O:21])[CH3:24]. (2) Given the reactants [H-].[Na+].[CH3:3][CH2:4][CH:5]([OH:8])[CH2:6][CH3:7].Cl[C:10]1[N:15]2[N:16]=[C:17]([CH3:28])[C:18]([C:19]3[C:24]([CH3:25])=[CH:23][C:22]([CH3:26])=[CH:21][C:20]=3[CH3:27])=[C:14]2[N:13]=[C:12]([CH3:29])[CH:11]=1, predict the reaction product. The product is: [CH2:4]([CH:5]([O:8][C:10]1[N:15]2[N:16]=[C:17]([CH3:28])[C:18]([C:19]3[C:20]([CH3:27])=[CH:21][C:22]([CH3:26])=[CH:23][C:24]=3[CH3:25])=[C:14]2[N:13]=[C:12]([CH3:29])[CH:11]=1)[CH2:6][CH3:7])[CH3:3].